Predict the reactants needed to synthesize the given product. From a dataset of Full USPTO retrosynthesis dataset with 1.9M reactions from patents (1976-2016). (1) Given the product [CH3:1][C:2]([NH:6][C:7]1[S:11][CH:10]=[N:9][C:8]=1[C:12]1[NH:31][C:28]2[CH:29]=[CH:30][C:25]([CH3:24])=[CH:26][C:27]=2[N:32]=1)([CH3:5])[CH2:3][CH3:4], predict the reactants needed to synthesize it. The reactants are: [CH3:1][C:2]([NH:6][C:7]1[S:11][CH:10]=[N:9][C:8]=1[C:12](O)=O)([CH3:5])[CH2:3][CH3:4].C(N(C(C)C)CC)(C)C.[CH3:24][C:25]1[CH:26]=[C:27]([NH2:32])[C:28]([NH2:31])=[CH:29][CH:30]=1.CN(C(ON1N=NC2C=CC=CC1=2)=[N+](C)C)C.[B-](F)(F)(F)F. (2) Given the product [NH2:1][C:2]1[C:3]([C:29]([NH2:34])=[O:31])=[N:4][C:5]([C:13]2[CH:18]=[CH:17][CH:16]=[C:15]([C:19]#[C:20][C@:21]3([OH:28])[CH2:25][CH2:24][N:23]([CH3:26])[C:22]3=[O:27])[CH:14]=2)=[N:6][C:7]=1[O:8][CH2:9][CH2:10][O:11][CH3:12], predict the reactants needed to synthesize it. The reactants are: [NH2:1][C:2]1[C:3]([C:29]([O:31]CC)=O)=[N:4][C:5]([C:13]2[CH:18]=[CH:17][CH:16]=[C:15]([C:19]#[C:20][C@:21]3([OH:28])[CH2:25][CH2:24][N:23]([CH3:26])[C:22]3=[O:27])[CH:14]=2)=[N:6][C:7]=1[O:8][CH2:9][CH2:10][O:11][CH3:12].[NH3:34]. (3) Given the product [Cl:35][C:18]1[C:19]([NH:21][C:22]2[C:27]([O:28][CH:29]3[CH2:33][CH2:32][O:31][CH2:30]3)=[CH:26][CH:25]=[CH:24][C:23]=2[F:34])=[N:20][C:15]([NH:1][C:2]2[CH:3]=[CH:4][C:5]3[CH2:11][CH2:10][CH2:9][C:8](=[O:12])[NH:7][C:6]=3[CH:13]=2)=[N:16][CH:17]=1.[Cl:14][C:15]1[N:20]=[C:19]([NH:21][C:22]2[C:27]([O:28][CH:29]3[CH2:33][CH2:32][O:31][CH2:30]3)=[CH:26][CH:25]=[CH:24][C:23]=2[F:34])[C:18]([Cl:35])=[CH:17][N:16]=1, predict the reactants needed to synthesize it. The reactants are: [NH2:1][C:2]1[CH:3]=[CH:4][C:5]2[CH2:11][CH2:10][CH2:9][C:8](=[O:12])[NH:7][C:6]=2[CH:13]=1.[Cl:14][C:15]1[N:20]=[C:19]([NH:21][C:22]2[C:27]([O:28][CH:29]3[CH2:33][CH2:32][O:31][CH2:30]3)=[CH:26][CH:25]=[CH:24][C:23]=2[F:34])[C:18]([Cl:35])=[CH:17][N:16]=1. (4) The reactants are: [NH2:1][C:2]1[N:7]=[C:6]([C:8]2[S:12][C:11]3[CH:13]=[CH:14][C:15]([NH:17][C:18]4[CH:19]=[C:20]([NH:24][C:25]([C:27]5[CH:36]=[CH:35][C:30]([C:31]([O:33]C)=[O:32])=[CH:29][CH:28]=5)=[O:26])[CH:21]=[CH:22][CH:23]=4)=[CH:16][C:10]=3[C:9]=2[CH3:37])[CH:5]=[CH:4][N:3]=1.C1COCC1.[Li+].[OH-]. Given the product [NH2:1][C:2]1[N:7]=[C:6]([C:8]2[S:12][C:11]3[CH:13]=[CH:14][C:15]([NH:17][C:18]4[CH:19]=[C:20]([NH:24][C:25]([C:27]5[CH:28]=[CH:29][C:30]([C:31]([OH:33])=[O:32])=[CH:35][CH:36]=5)=[O:26])[CH:21]=[CH:22][CH:23]=4)=[CH:16][C:10]=3[C:9]=2[CH3:37])[CH:5]=[CH:4][N:3]=1, predict the reactants needed to synthesize it. (5) Given the product [Br:1][C:2]1[CH:3]=[CH:4][C:5]([F:18])=[C:6]([C:8]2([CH2:11][OH:12])[NH:13][C:14](=[O:17])[CH2:15][O:10][CH2:9]2)[CH:7]=1, predict the reactants needed to synthesize it. The reactants are: [Br:1][C:2]1[CH:3]=[CH:4][C:5]([F:18])=[C:6]([C:8]([NH:13][C:14](=[O:17])[CH2:15]Cl)([CH2:11][OH:12])[CH2:9][OH:10])[CH:7]=1.CC(C)([O-])C.[K+].Cl.O. (6) Given the product [NH2:24][C:25]1[CH:30]=[CH:29][C:28]([S:31][C:2]2[C:11]3[C:6](=[CH:7][CH:8]=[CH:9][CH:10]=3)[NH:5]/[C:4](=[C:12]3/[C:13]([CH:18]4[CH2:23][CH2:22][CH2:21][CH2:20][CH2:19]4)=[N:14][NH:15][C:16]/3=[O:17])/[CH:3]=2)=[CH:27][CH:26]=1, predict the reactants needed to synthesize it. The reactants are: Cl[C:2]1[C:11]2[C:6](=[CH:7][CH:8]=[CH:9][CH:10]=2)[NH:5]/[C:4](=[C:12]2/[C:13]([CH:18]3[CH2:23][CH2:22][CH2:21][CH2:20][CH2:19]3)=[N:14][NH:15][C:16]/2=[O:17])/[CH:3]=1.[NH2:24][C:25]1[CH:30]=[CH:29][C:28]([SH:31])=[CH:27][CH:26]=1. (7) Given the product [F:52][C:53]1([F:59])[CH2:55][CH:54]1[C:56]([NH:24][C:21]1[CH:22]=[C:23]2[C:18](=[CH:19][CH:20]=1)[N:17]([CH:25]1[CH2:30][CH2:29][CH2:28][CH2:27][O:26]1)[N:16]=[C:15]2[C:13]1[NH:12][C:11]2[CH:31]=[CH:32][C:8]([N:6]3[CH2:5][CH2:4][O:3][CH:2]([CH3:1])[CH2:7]3)=[CH:9][C:10]=2[N:14]=1)=[O:57], predict the reactants needed to synthesize it. The reactants are: [CH3:1][CH:2]1[CH2:7][N:6]([C:8]2[CH:32]=[CH:31][C:11]3[NH:12][C:13]([C:15]4[C:23]5[C:18](=[CH:19][CH:20]=[C:21]([NH2:24])[CH:22]=5)[N:17]([CH:25]5[CH2:30][CH2:29][CH2:28][CH2:27][O:26]5)[N:16]=4)=[N:14][C:10]=3[CH:9]=2)[CH2:5][CH2:4][O:3]1.N1(O)C2C=CC=CC=2N=N1.C(Cl)CCl.C(=O)(O)[O-].[Na+].[F:52][C:53]1([F:59])[CH2:55][CH:54]1[C:56](O)=[O:57]. (8) Given the product [CH2:59]([N:66]1[CH2:70][C@H:69]([C:51]2[CH:52]=[CH:53][C:48]([Cl:47])=[CH:49][CH:50]=2)[C@@H:68]([C:71](=[O:73])[CH3:72])[CH2:67]1)[C:60]1[CH:65]=[CH:64][CH:63]=[CH:62][CH:61]=1, predict the reactants needed to synthesize it. The reactants are: C1C=CC(P(C2C=CC3C(=CC=CC=3)C=2C2C3C(=CC=CC=3)C=CC=2P(C2C=CC=CC=2)C2C=CC=CC=2)C2C=CC=CC=2)=CC=1.[Cl:47][C:48]1[CH:53]=[CH:52][C:51](B(O)O)=[CH:50][CH:49]=1.CO.[CH2:59]([N:66]1[CH2:70][CH:69]=[C:68]([C:71](=[O:73])[CH3:72])[CH2:67]1)[C:60]1[CH:65]=[CH:64][CH:63]=[CH:62][CH:61]=1.